Task: Predict the reactants needed to synthesize the given product.. Dataset: Full USPTO retrosynthesis dataset with 1.9M reactions from patents (1976-2016) (1) Given the product [CH:10]1[C:11]2[CH:12]([CH2:14][O:15][C:16](=[O:34])[NH:17][CH:18]([CH:28]3[CH2:33][CH2:32][N:31]([C:50]([C:45]4[N:46]=[CH:47][CH:48]=[CH:49][N:44]=4)=[O:51])[CH2:30][CH2:29]3)[CH2:19][C:20]3[CH:25]=[C:24]([F:26])[CH:23]=[CH:22][C:21]=3[F:27])[C:13]3[C:5](=[CH:4][CH:3]=[CH:2][CH:1]=3)[C:6]=2[CH:7]=[CH:8][CH:9]=1, predict the reactants needed to synthesize it. The reactants are: [CH:1]1[C:13]2[CH:12]([CH2:14][O:15][C:16](=[O:34])[NH:17][CH:18]([CH:28]3[CH2:33][CH2:32][NH:31][CH2:30][CH2:29]3)[CH2:19][C:20]3[CH:25]=[C:24]([F:26])[CH:23]=[CH:22][C:21]=3[F:27])[C:11]3[C:6](=[CH:7][CH:8]=[CH:9][CH:10]=3)[C:5]=2[CH:4]=[CH:3][CH:2]=1.C(N(C(C)C)CC)(C)C.[N:44]1[CH:49]=[CH:48][CH:47]=[N:46][C:45]=1[C:50](O)=[O:51].CN1CCOCC1. (2) Given the product [N:10]1([C:7]2[N:8]=[CH:9][C:4]([NH2:1])=[CH:5][CH:6]=2)[CH2:14][CH2:13][CH2:12][CH2:11]1, predict the reactants needed to synthesize it. The reactants are: [N+:1]([C:4]1[CH:5]=[CH:6][C:7]([N:10]2[CH2:14][CH2:13][CH2:12][CH2:11]2)=[N:8][CH:9]=1)([O-])=O.C([O-])=O.[NH4+].Cl.CCOCC. (3) Given the product [C:25]([OH:32])(=[O:31])/[CH:26]=[CH:27]/[C:28]([OH:30])=[O:29].[N:1]12[CH2:6][CH2:5][CH:4]([CH2:7][CH2:8]1)[C@@H:3]([O:9][C:10]1[N:15]=[CH:14][C:13]([C:16]3[CH:24]=[CH:23][CH:22]=[C:21]4[C:17]=3[CH:18]=[CH:19][NH:20]4)=[CH:12][N:11]=1)[CH2:2]2, predict the reactants needed to synthesize it. The reactants are: [N:1]12[CH2:8][CH2:7][CH:4]([CH2:5][CH2:6]1)[C@@H:3]([O:9][C:10]1[N:15]=[CH:14][C:13]([C:16]3[CH:24]=[CH:23][CH:22]=[C:21]4[C:17]=3[CH:18]=[CH:19][NH:20]4)=[CH:12][N:11]=1)[CH2:2]2.[C:25]([OH:32])(=[O:31])/[CH:26]=[CH:27]/[C:28]([OH:30])=[O:29]. (4) The reactants are: [OH-].[K+].[CH2:3](I)[CH3:4].[CH3:6][O:7][C:8]1[CH:9]=[C:10]([SH:14])[CH:11]=[CH:12][CH:13]=1. Given the product [CH2:3]([S:14][C:10]1[CH:11]=[CH:12][CH:13]=[C:8]([O:7][CH3:6])[CH:9]=1)[CH3:4], predict the reactants needed to synthesize it. (5) Given the product [F:24][C:25]1[CH:26]=[C:27]2[C:31](=[CH:32][C:33]=1[NH:34][C:35](=[O:39])[CH2:36][O:37][CH3:38])[NH:30][C:29](=[O:40])/[C:28]/2=[CH:14]\[C:11]1[NH:10][C:7]2[CH2:8][CH2:9][N:4]([CH2:3][C@@H:2]([OH:1])[CH2:17][N:18]3[CH2:19][CH2:20][O:21][CH2:22][CH2:23]3)[C:5](=[O:16])[C:6]=2[C:12]=1[CH3:13], predict the reactants needed to synthesize it. The reactants are: [OH:1][C@@H:2]([CH2:17][N:18]1[CH2:23][CH2:22][O:21][CH2:20][CH2:19]1)[CH2:3][N:4]1[CH2:9][CH2:8][C:7]2[NH:10][C:11]([CH:14]=O)=[C:12]([CH3:13])[C:6]=2[C:5]1=[O:16].[F:24][C:25]1[C:33]([NH:34][C:35](=[O:39])[CH2:36][O:37][CH3:38])=[CH:32][C:31]2[C:27](=[CH:28][C:29](=[O:40])[N:30]=2)[CH:26]=1.N1CCCCC1. (6) Given the product [NH:3]1[CH:4]=[CH:5][N:1]=[C:2]1[CH2:6][N:8]1[CH2:13][CH2:12][O:11][CH2:10][CH2:9]1, predict the reactants needed to synthesize it. The reactants are: [NH:1]1[CH:5]=[CH:4][N:3]=[C:2]1[CH:6]=O.[NH:8]1[CH2:13][CH2:12][O:11][CH2:10][CH2:9]1. (7) Given the product [N:35]1[C:36]2[C:31](=[CH:30][C:29]([C:17]3[C:18]([CH3:28])=[N:19][N:20]([C:21]4[CH:26]=[CH:25][CH:24]=[CH:23][C:22]=4[CH3:27])[C:16]=3[NH:15][C:6]3[CH:7]=[CH:8][C:9]([O:11][CH:12]([F:14])[F:13])=[CH:10][C:5]=3[C:3]([OH:4])=[O:2])=[CH:38][CH:37]=2)[N:32]=[CH:33][CH:34]=1, predict the reactants needed to synthesize it. The reactants are: C[O:2][C:3]([C:5]1[CH:10]=[C:9]([O:11][CH:12]([F:14])[F:13])[CH:8]=[CH:7][C:6]=1[NH:15][C:16]1[N:20]([C:21]2[CH:26]=[CH:25][CH:24]=[CH:23][C:22]=2[CH3:27])[N:19]=[C:18]([CH3:28])[C:17]=1[C:29]1[CH:30]=[C:31]2[C:36](=[CH:37][CH:38]=1)[N:35]=[CH:34][CH:33]=[N:32]2)=[O:4].[OH-].[Na+]. (8) Given the product [C:2]([O:5][C:6](=[O:7])[NH:8][CH:9]1[CH2:15][CH2:14][CH:12]([NH:16][C:17]2[CH:22]=[CH:21][CH:20]=[CH:19][C:18]=2[OH:23])[CH2:11][CH2:10]1)([CH3:4])([CH3:3])[CH3:1], predict the reactants needed to synthesize it. The reactants are: [CH3:1][C:2]([O:5][C:6]([NH:8][CH:9]1[CH2:15][CH2:14][C:12](=O)[CH2:11][CH2:10]1)=[O:7])([CH3:4])[CH3:3].[NH2:16][C:17]1[CH:22]=[CH:21][CH:20]=[CH:19][C:18]=1[OH:23].CC(O)=O.C(O[BH-](OC(=O)C)OC(=O)C)(=O)C.[Na+].C(=O)([O-])[O-].[Na+].[Na+]. (9) Given the product [O:43]=[C:37]1[C@@H:36]([NH:35][C:33](=[O:34])[C@@H:32]([OH:44])[C@@H:31]([NH:30][C:27]([C:21]2([NH:20][C:18]([N:15]3[CH2:16][CH2:17][S:13][CH2:14]3)=[O:19])[CH2:22][CH2:23][CH2:24][CH2:25][CH2:26]2)=[O:29])[CH:45]([CH3:47])[CH3:46])[CH2:42][CH2:41][CH2:40][CH2:39][NH:38]1, predict the reactants needed to synthesize it. The reactants are: Cl.C(N=C=NCCCN(C)C)C.[S:13]1[CH2:17][CH2:16][N:15]([C:18]([NH:20][C:21]2([C:27]([OH:29])=O)[CH2:26][CH2:25][CH2:24][CH2:23][CH2:22]2)=[O:19])[CH2:14]1.[NH2:30][C@@H:31]([CH:45]([CH3:47])[CH3:46])[C@H:32]([OH:44])[C:33]([NH:35][C@H:36]1[CH2:42][CH2:41][CH2:40][CH2:39][NH:38][C:37]1=[O:43])=[O:34].C(N(CC)CC)C.ON1C2C=CC=CC=2N=N1. (10) Given the product [CH3:22][C@H:6]1[N:7]([C:9]([C:11]2[CH:16]=[CH:15][CH:14]=[CH:13][C:12]=2[N:17]2[N:21]=[CH:20][CH:19]=[N:18]2)=[O:10])[CH2:8][C@H:3]([CH:2]=[O:1])[CH2:4][CH2:5]1, predict the reactants needed to synthesize it. The reactants are: [OH:1][CH2:2][C@H:3]1[CH2:8][N:7]([C:9]([C:11]2[CH:16]=[CH:15][CH:14]=[CH:13][C:12]=2[N:17]2[N:21]=[CH:20][CH:19]=[N:18]2)=[O:10])[C@H:6]([CH3:22])[CH2:5][CH2:4]1.C(OC1C(OC(=O)C)=C(I)C=CC=1)(=O)C.